Dataset: Forward reaction prediction with 1.9M reactions from USPTO patents (1976-2016). Task: Predict the product of the given reaction. (1) Given the reactants [CH:1]1([N:4]2[C:8](=[O:9])[N:7]([CH2:10][C:11]3[C:12]([Cl:21])=[C:13]([CH:17]=[CH:18][C:19]=3[Cl:20])[C:14](Cl)=[O:15])[N:6]=[N:5]2)[CH2:3][CH2:2]1.[CH2:22]([N:24]1[C:28]([OH:29])=[CH:27][CH:26]=[N:25]1)[CH3:23].C(N(CC)CC)C, predict the reaction product. The product is: [CH:1]1([N:4]2[C:8](=[O:9])[N:7]([CH2:10][C:11]3[C:12]([Cl:21])=[C:13]([CH:17]=[CH:18][C:19]=3[Cl:20])[C:14]([C:27]3[CH:26]=[N:25][N:24]([CH2:22][CH3:23])[C:28]=3[OH:29])=[O:15])[N:6]=[N:5]2)[CH2:3][CH2:2]1. (2) Given the reactants [H-].[Na+].C(C1C(C)=C(OC(C2CC2)=O)C2C(=CC(F)=C(F)C=2)N=1)C.[CH2:24]([C:26]1[C:35]([CH3:36])=[C:34]([O:37][C:38]([CH:40]2CC2)=[O:39])[C:33]2[C:28](=[CH:29][CH:30]=[C:31]([F:44])[C:32]=2[F:43])[N:27]=1)[CH3:25].O, predict the reaction product. The product is: [CH2:24]([C:26]1[C:35]([CH3:36])=[C:34]([O:37][C:38](=[O:39])[CH3:40])[C:33]2[C:28](=[CH:29][CH:30]=[C:31]([F:44])[C:32]=2[F:43])[N:27]=1)[CH3:25]. (3) Given the reactants P(OCC[N:16]([CH2:20][CH2:21][CH2:22][O:23][C:24]1[CH:33]=[C:32]2[C:27]([C:28]([NH:34][C:35]3[CH:39]=[C:38]([CH2:40][C:41]([NH:43][C:44]4[CH:49]=[CH:48][CH:47]=[C:46]([F:50])[C:45]=4[F:51])=[O:42])[NH:37][N:36]=3)=[N:29][CH:30]=[N:31]2)=[CH:26][C:25]=1[O:52][CH3:53])CCC)(OC(C)(C)C)(OC(C)(C)C)=O.C(O)(=O)C.FC1C(F)=CC=CC=1N.P(Cl)(Cl)([Cl:69])=O, predict the reaction product. The product is: [NH3:16].[Cl:69][CH2:20][CH2:21][CH2:22][O:23][C:24]1[CH:33]=[C:32]2[C:27]([C:28]([NH:34][C:35]3[CH:39]=[C:38]([CH2:40][C:41]([NH:43][C:44]4[CH:49]=[CH:48][CH:47]=[C:46]([F:50])[C:45]=4[F:51])=[O:42])[NH:37][N:36]=3)=[N:29][CH:30]=[N:31]2)=[CH:26][C:25]=1[O:52][CH3:53]. (4) Given the reactants [Br:1][C:2]1[CH:8]=[CH:7][C:5]([NH2:6])=[C:4]([F:9])[CH:3]=1.[Li]N([Si](C)(C)C)[Si](C)(C)C.[C:20](O[C:20]([O:22][C:23]([CH3:26])([CH3:25])[CH3:24])=[O:21])([O:22][C:23]([CH3:26])([CH3:25])[CH3:24])=[O:21], predict the reaction product. The product is: [Br:1][C:2]1[CH:8]=[CH:7][C:5]([C:20]([O:22][C:23]([CH3:26])([CH3:25])[CH3:24])=[O:21])([NH2:6])[CH:4]([F:9])[CH:3]=1. (5) Given the reactants [N:1]1([C:7]([O:9][C:10]([CH3:13])([CH3:12])[CH3:11])=[O:8])[CH2:6][CH2:5][NH:4][CH2:3][CH2:2]1.C(N(CC)CC)C.[Br:21][C:22]1[CH:27]=[CH:26][C:25]([S:28](Cl)(=[O:30])=[O:29])=[CH:24][CH:23]=1, predict the reaction product. The product is: [C:10]([O:9][C:7]([N:1]1[CH2:6][CH2:5][N:4]([S:28]([C:25]2[CH:26]=[CH:27][C:22]([Br:21])=[CH:23][CH:24]=2)(=[O:30])=[O:29])[CH2:3][CH2:2]1)=[O:8])([CH3:13])([CH3:12])[CH3:11].